Dataset: Full USPTO retrosynthesis dataset with 1.9M reactions from patents (1976-2016). Task: Predict the reactants needed to synthesize the given product. (1) Given the product [C:17]([O:16][C:14]([N:11]1[CH2:12][CH2:13][C:8]2[C:5]3[CH:6]=[CH:7][C:2]([S:46][C:42]4[CH:43]=[CH:44][CH:45]=[C:40]([F:39])[CH:41]=4)=[CH:3][C:4]=3[O:23][C:9]=2[C:10]1([CH3:22])[CH3:21])=[O:15])([CH3:20])([CH3:19])[CH3:18], predict the reactants needed to synthesize it. The reactants are: I[C:2]1[CH:7]=[CH:6][C:5]2[C:8]3[CH2:13][CH2:12][N:11]([C:14]([O:16][C:17]([CH3:20])([CH3:19])[CH3:18])=[O:15])[C:10]([CH3:22])([CH3:21])[C:9]=3[O:23][C:4]=2[CH:3]=1.CC(C)([O-])C.[Na+].C(O)CO.CN(C)C=O.[F:39][C:40]1[CH:41]=[C:42]([SH:46])[CH:43]=[CH:44][CH:45]=1. (2) Given the product [CH:35]1([N:30]2[C:31]3[C:26](=[CH:25][C:24]([F:42])=[C:23]([N:20]4[CH2:21][CH2:22][CH:18]([C:15]5([N:14]([CH3:43])[CH:11]6[CH2:10][CH2:9][NH:8][CH2:13][CH2:12]6)[CH2:17][CH2:16]5)[CH2:19]4)[C:32]=3[O:33][CH3:34])[C:27](=[O:41])[C:28]([C:38]([OH:40])=[O:39])=[CH:29]2)[CH2:37][CH2:36]1, predict the reactants needed to synthesize it. The reactants are: C(OC([N:8]1[CH2:13][CH2:12][CH:11]([N:14]([CH3:43])[C:15]2([CH:18]3[CH2:22][CH2:21][N:20]([C:23]4[C:32]([O:33][CH3:34])=[C:31]5[C:26]([C:27](=[O:41])[C:28]([C:38]([OH:40])=[O:39])=[CH:29][N:30]5[CH:35]5[CH2:37][CH2:36]5)=[CH:25][C:24]=4[F:42])[CH2:19]3)[CH2:17][CH2:16]2)[CH2:10][CH2:9]1)=O)(C)(C)C.FC(F)(F)C(O)=O. (3) Given the product [CH:31]([O:30][C:28]1[CH:27]=[C:13]([CH:12]=[C:11]([C:10]2[C:4]3[C:5](=[N:6][CH:7]=[C:2]([C:45]4[NH:44][N:43]=[CH:47][CH:46]=4)[CH:3]=3)[N:8]([S:34]([C:37]3[CH:38]=[CH:39][CH:40]=[CH:41][CH:42]=3)(=[O:35])=[O:36])[CH:9]=2)[CH:29]=1)[CH2:14][NH:15][C:16]1[N:26]=[CH:25][CH:24]=[CH:23][C:17]=1[C:18]([O:20][CH2:21][CH3:22])=[O:19])([CH3:33])[CH3:32], predict the reactants needed to synthesize it. The reactants are: Br[C:2]1[CH:3]=[C:4]2[C:10]([C:11]3[CH:12]=[C:13]([CH:27]=[C:28]([O:30][CH:31]([CH3:33])[CH3:32])[CH:29]=3)[CH2:14][NH:15][C:16]3[N:26]=[CH:25][CH:24]=[CH:23][C:17]=3[C:18]([O:20][CH2:21][CH3:22])=[O:19])=[CH:9][N:8]([S:34]([C:37]3[CH:42]=[CH:41][CH:40]=[CH:39][CH:38]=3)(=[O:36])=[O:35])[C:5]2=[N:6][CH:7]=1.[NH:43]1[C:47](B(O)O)=[CH:46][CH:45]=[N:44]1.C([O-])([O-])=O.[Na+].[Na+].O. (4) Given the product [CH3:18][C:13]1([CH3:19])[C:14]([CH3:17])([CH3:16])[O:15][B:11]([C:2]2[CH:3]=[C:4]3[CH:10]=[CH:9][NH:8][C:5]3=[N:6][CH:7]=2)[O:12]1, predict the reactants needed to synthesize it. The reactants are: Br[C:2]1[CH:3]=[C:4]2[CH:10]=[CH:9][NH:8][C:5]2=[N:6][CH:7]=1.[B:11]1([B:11]2[O:15][C:14]([CH3:17])([CH3:16])[C:13]([CH3:19])([CH3:18])[O:12]2)[O:15][C:14]([CH3:17])([CH3:16])[C:13]([CH3:19])([CH3:18])[O:12]1. (5) Given the product [Cl:1][C:2]1[CH:3]=[C:4]2[NH:38][C:37]([O:67][C@@H:64]3[CH2:63][C@H:61]([OH:62])[C@@H:60]([CH2:59][OH:58])[O:66][CH2:65]3)=[N:36][C:5]2=[N:6][C:7]=1[C:8]1[CH:9]=[CH:10][C:11]([C:14]2[CH:19]=[CH:18][C:17]([C:20]([N:22]3[CH2:26][CH2:25][C@@H:24]([OH:27])[CH2:23]3)=[O:21])=[CH:16][CH:15]=2)=[CH:12][CH:13]=1, predict the reactants needed to synthesize it. The reactants are: [Cl:1][C:2]1[CH:3]=[C:4]2[N:38](COCC[Si](C)(C)C)[C:37](S(C)(=O)=O)=[N:36][C:5]2=[N:6][C:7]=1[C:8]1[CH:13]=[CH:12][C:11]([C:14]2[CH:19]=[CH:18][C:17]([C:20]([N:22]3[CH2:26][CH2:25][C@@H:24]([O:27]COCC[Si](C)(C)C)[CH2:23]3)=[O:21])=[CH:16][CH:15]=2)=[CH:10][CH:9]=1.C1(C2[O:62][C@H:61]3[CH2:63][C@@H:64]([OH:67])[CH2:65][O:66][C@@H:60]3[CH2:59][O:58]2)C=CC=CC=1.C(=O)([O-])[O-].[Cs+].[Cs+]. (6) Given the product [C:11]([C:6]1[CH:5]=[C:4]2[C:9](=[CH:8][CH:7]=1)[NH:1][C:2](=[O:10])[CH2:3]2)(=[O:17])[CH2:12][CH2:13][CH2:14][CH2:15][CH3:16], predict the reactants needed to synthesize it. The reactants are: [NH:1]1[C:9]2[C:4](=[CH:5][CH:6]=[CH:7][CH:8]=2)[CH2:3][C:2]1=[O:10].[C:11](Cl)(=[O:17])[CH2:12][CH2:13][CH2:14][CH2:15][CH3:16].